This data is from Forward reaction prediction with 1.9M reactions from USPTO patents (1976-2016). The task is: Predict the product of the given reaction. Given the reactants [OH:1][C@H:2]1[C:10]2[C:5](=[CH:6][CH:7]=[CH:8][CH:9]=2)[CH2:4][C@:3]1([CH2:20][C:21]1[CH:29]=[CH:28][C:24]([C:25](O)=[O:26])=[CH:23][CH:22]=1)[C:11]1[CH2:12][C:13]2[C:18]([CH:19]=1)=[CH:17][CH:16]=[CH:15][CH:14]=2.C[CH2:31][N:32](CC)CC.CN.C(P1(=O)OP(CCC)(=O)OP(CCC)(=O)O1)CC, predict the reaction product. The product is: [OH:1][C@H:2]1[C:10]2[C:5](=[CH:6][CH:7]=[CH:8][CH:9]=2)[CH2:4][C@:3]1([CH2:20][C:21]1[CH:29]=[CH:28][C:24]([C:25]([NH:32][CH3:31])=[O:26])=[CH:23][CH:22]=1)[C:11]1[CH2:12][C:13]2[C:18]([CH:19]=1)=[CH:17][CH:16]=[CH:15][CH:14]=2.